From a dataset of NCI-60 drug combinations with 297,098 pairs across 59 cell lines. Regression. Given two drug SMILES strings and cell line genomic features, predict the synergy score measuring deviation from expected non-interaction effect. (1) Drug 1: CC12CCC3C(C1CCC2=O)CC(=C)C4=CC(=O)C=CC34C. Drug 2: CCC1(CC2CC(C3=C(CCN(C2)C1)C4=CC=CC=C4N3)(C5=C(C=C6C(=C5)C78CCN9C7C(C=CC9)(C(C(C8N6C=O)(C(=O)OC)O)OC(=O)C)CC)OC)C(=O)OC)O.OS(=O)(=O)O. Synergy scores: CSS=63.1, Synergy_ZIP=4.58, Synergy_Bliss=4.48, Synergy_Loewe=-4.84, Synergy_HSA=5.34. Cell line: SW-620. (2) Cell line: SK-MEL-5. Drug 1: CC1=CC2C(CCC3(C2CCC3(C(=O)C)OC(=O)C)C)C4(C1=CC(=O)CC4)C. Drug 2: CC1=C(N=C(N=C1N)C(CC(=O)N)NCC(C(=O)N)N)C(=O)NC(C(C2=CN=CN2)OC3C(C(C(C(O3)CO)O)O)OC4C(C(C(C(O4)CO)O)OC(=O)N)O)C(=O)NC(C)C(C(C)C(=O)NC(C(C)O)C(=O)NCCC5=NC(=CS5)C6=NC(=CS6)C(=O)NCCC[S+](C)C)O. Synergy scores: CSS=1.28, Synergy_ZIP=2.67, Synergy_Bliss=3.57, Synergy_Loewe=-16.2, Synergy_HSA=-6.49. (3) Drug 1: CC12CCC3C(C1CCC2=O)CC(=C)C4=CC(=O)C=CC34C. Drug 2: CC12CCC3C(C1CCC2OP(=O)(O)O)CCC4=C3C=CC(=C4)OC(=O)N(CCCl)CCCl.[Na+]. Cell line: HCT-15. Synergy scores: CSS=2.51, Synergy_ZIP=-17.4, Synergy_Bliss=-36.0, Synergy_Loewe=-49.4, Synergy_HSA=-36.1. (4) Drug 1: CC12CCC(CC1=CCC3C2CCC4(C3CC=C4C5=CN=CC=C5)C)O. Drug 2: C1=CN(C=N1)CC(O)(P(=O)(O)O)P(=O)(O)O. Cell line: HCT116. Synergy scores: CSS=4.40, Synergy_ZIP=-4.04, Synergy_Bliss=-9.58, Synergy_Loewe=-9.05, Synergy_HSA=-8.28. (5) Drug 1: CN1CCC(CC1)COC2=C(C=C3C(=C2)N=CN=C3NC4=C(C=C(C=C4)Br)F)OC. Drug 2: CC1CCC2CC(C(=CC=CC=CC(CC(C(=O)C(C(C(=CC(C(=O)CC(OC(=O)C3CCCCN3C(=O)C(=O)C1(O2)O)C(C)CC4CCC(C(C4)OC)O)C)C)O)OC)C)C)C)OC. Cell line: MALME-3M. Synergy scores: CSS=25.2, Synergy_ZIP=-0.170, Synergy_Bliss=-0.167, Synergy_Loewe=-15.7, Synergy_HSA=0.672. (6) Drug 1: CNC(=O)C1=CC=CC=C1SC2=CC3=C(C=C2)C(=NN3)C=CC4=CC=CC=N4. Drug 2: B(C(CC(C)C)NC(=O)C(CC1=CC=CC=C1)NC(=O)C2=NC=CN=C2)(O)O. Cell line: RPMI-8226. Synergy scores: CSS=30.9, Synergy_ZIP=15.1, Synergy_Bliss=11.7, Synergy_Loewe=-16.7, Synergy_HSA=7.12. (7) Drug 1: CS(=O)(=O)C1=CC(=C(C=C1)C(=O)NC2=CC(=C(C=C2)Cl)C3=CC=CC=N3)Cl. Drug 2: CC1=C(C(=O)C2=C(C1=O)N3CC4C(C3(C2COC(=O)N)OC)N4)N. Cell line: LOX IMVI. Synergy scores: CSS=28.0, Synergy_ZIP=-6.41, Synergy_Bliss=-8.85, Synergy_Loewe=-22.0, Synergy_HSA=-5.55. (8) Drug 1: C1=NC(=NC(=O)N1C2C(C(C(O2)CO)O)O)N. Drug 2: C1=CC=C(C(=C1)C(C2=CC=C(C=C2)Cl)C(Cl)Cl)Cl. Cell line: NCI-H522. Synergy scores: CSS=5.85, Synergy_ZIP=-3.94, Synergy_Bliss=-1.70, Synergy_Loewe=-7.00, Synergy_HSA=-1.86.